From a dataset of Forward reaction prediction with 1.9M reactions from USPTO patents (1976-2016). Predict the product of the given reaction. (1) Given the reactants [NH2:1][C:2]1[CH:3]=[C:4]2[C:9](=[CH:10][CH:11]=1)[N:8]([CH2:12][CH2:13][CH2:14][N:15]([CH3:19])[CH2:16][CH2:17][OH:18])[CH2:7][CH2:6][CH2:5]2.I.[S:21]1[CH:25]=[CH:24][CH:23]=[C:22]1[C:26](SC)=[NH:27], predict the reaction product. The product is: [OH:18][CH2:17][CH2:16][N:15]([CH3:19])[CH2:14][CH2:13][CH2:12][N:8]1[C:9]2[C:4](=[CH:3][C:2]([NH:1][C:26]([C:22]3[S:21][CH:25]=[CH:24][CH:23]=3)=[NH:27])=[CH:11][CH:10]=2)[CH2:5][CH2:6][CH2:7]1. (2) Given the reactants [F:1][C:2]1[CH:8]=[C:7](I)[CH:6]=[CH:5][C:3]=1[NH2:4].[I-].[C:11]([O:15][C:16]([N:18]1[CH2:21][CH:20]([Zn+])[CH2:19]1)=[O:17])([CH3:14])([CH3:13])[CH3:12], predict the reaction product. The product is: [NH2:4][C:3]1[CH:5]=[CH:6][C:7]([CH:20]2[CH2:19][N:18]([C:16]([O:15][C:11]([CH3:14])([CH3:13])[CH3:12])=[O:17])[CH2:21]2)=[CH:8][C:2]=1[F:1]. (3) Given the reactants [C:1]([CH2:9][C:10]([O:12]CC)=O)(=[O:8])[C:2]1[CH:7]=[CH:6][CH:5]=[CH:4][CH:3]=1.[F:15][C:16]1[CH:21]=[CH:20][C:19]([N:22]2[CH2:27][CH2:26][NH:25][CH2:24][CH2:23]2)=[CH:18][CH:17]=1.[BH4-].[Na+].[OH-].[NH4+:31].[O:32]1[CH2:36]CCC1, predict the reaction product. The product is: [F:15][C:16]1[CH:17]=[CH:18][C:19]([N:22]2[CH2:27][CH2:26][N:25]([C:10](=[O:12])[CH2:9][CH:1]([O:8][C:36](=[O:32])[NH2:31])[C:2]3[CH:3]=[CH:4][CH:5]=[CH:6][CH:7]=3)[CH2:24][CH2:23]2)=[CH:20][CH:21]=1. (4) Given the reactants [Cl:1][C:2]1[CH:7]=[C:6]([Cl:8])[CH:5]=[CH:4][C:3]=1[C:9]1[N:10]2[N:17]=[C:16]([CH3:18])[C:15]([CH:19]([OH:23])[CH2:20][CH2:21][CH3:22])=[C:11]2[O:12][C:13]=1[CH3:14], predict the reaction product. The product is: [Cl:1][C:2]1[CH:7]=[C:6]([Cl:8])[CH:5]=[CH:4][C:3]=1[C:9]1[N:10]2[N:17]=[C:16]([CH3:18])[C:15]([C:19](=[O:23])[CH2:20][CH2:21][CH3:22])=[C:11]2[O:12][C:13]=1[CH3:14]. (5) Given the reactants [C:1]1([CH:7]([CH3:10])[C:8]#[N:9])[CH:6]=[CH:5][CH:4]=[CH:3][CH:2]=1.C[Si]([N-][Si](C)(C)C)(C)C.[Na+].[CH2:21](I)[CH3:22].O, predict the reaction product. The product is: [CH3:10][C:7]([C:1]1[CH:6]=[CH:5][CH:4]=[CH:3][CH:2]=1)([CH2:21][CH3:22])[C:8]#[N:9]. (6) Given the reactants [C:1]([Si:5]([O:8][CH2:9][C:10]([O:15][CH3:16])([CH3:14])[CH2:11][CH:12]=[CH2:13])([CH3:7])[CH3:6])([CH3:4])([CH3:3])[CH3:2].O.B1([O-])O[O:19]1.O.O.O.O.[Na+], predict the reaction product. The product is: [Si:5]([O:8][CH2:9][C:10]([O:15][CH3:16])([CH3:14])[CH2:11][CH2:12][CH2:13][OH:19])([C:1]([CH3:4])([CH3:3])[CH3:2])([CH3:6])[CH3:7]. (7) Given the reactants CC(C1CC[C@H:15]2[C:6](=[CH:7][CH2:8][C@@H:9]3[C@:14]2([CH3:18])[CH2:13][CH2:12][CH2:11][C@:10]3([CH2:20]O)[CH3:19])C=1)C.C[C@]1(CO)C2[C@@](C)([CH:28]3[C:33](=[CH:34]C2)[CH:32]=[C:31](C(C)C)[CH2:30][CH2:29]3)CCC1.[CH3:43][CH:44]([C:46]1[CH2:59]C[C@H]2[C:48](=CC[C@@H]3[C@]2(C)CCC[C@]3(CN)C)[CH:47]=1)[CH3:45].C[C@]1(C([NH2:85])=O)C2[C@@](C)(C3C(=CC2)C=C(C(C)C)CC3)CCC1.CNC([C@@]1(C)C2[C@@](C)(C3C(=CC2)C=C(C(C)C)CC3)CCC1)=O.C[C@]1(CNC)C2[C@@](C)(C3C(=CC2)C=C(C(C)C)CC3)CCC1.C(N(CC)C([C@@]1(C)C2[C@@](C)(C3C(=CC2)C=C(C(C)C)CC3)CCC1)=O)C.C[C@]1(CN(CC)CC)C2[C@@](C)(C3C(=CC2)C=C(C(C)C)CC3)CCC1.CC(C1C=CC2C3(C)C(CCC=2C=1)C(CN)(C)CCC3)C.C[C@]1(CN)C2[C@@](C)(C3C(CC2)=CC(C(C)C)=CC=3)CCC1.C[C@]1(CNC(=O)C)C2[C@@](C)(C3C(CC2)=CC(C(C)C)=CC=3)CCC1.C[C@]1(CNC(=O)C(F)(F)F)C2[C@@](C)(C3C(CC2)=CC(C(C)C)=CC=3)CCC1.C[C@]1(CNC(=O)C(Br)(Br)Br)C2[C@@](C)(C3C(CC2)=CC(C(C)C)=CC=3)CCC1.C(C1C=C2C([C@]3(C)C(CC2)[C@@](CNC(=O)C2C=CC=CC=2)(C)CCC3)=CC=1)(C)C, predict the reaction product. The product is: [CH2:34]([NH:85][CH2:15][C@@:14]1([CH3:18])[CH:9]2[C@@:10]([CH3:19])([C:20]3[C:6]([CH2:7][CH2:8]2)=[CH:59][C:46]([CH:44]([CH3:45])[CH3:43])=[CH:47][CH:48]=3)[CH2:11][CH2:12][CH2:13]1)[C:33]1[CH:28]=[CH:29][CH:30]=[CH:31][CH:32]=1.